This data is from NCI-60 drug combinations with 297,098 pairs across 59 cell lines. The task is: Regression. Given two drug SMILES strings and cell line genomic features, predict the synergy score measuring deviation from expected non-interaction effect. (1) Drug 1: C1=CC(=C2C(=C1NCCNCCO)C(=O)C3=C(C=CC(=C3C2=O)O)O)NCCNCCO. Drug 2: CN(CCCl)CCCl.Cl. Cell line: UACC-257. Synergy scores: CSS=0.873, Synergy_ZIP=-0.157, Synergy_Bliss=0.0909, Synergy_Loewe=-7.10, Synergy_HSA=-3.37. (2) Drug 1: CN1C(=O)N2C=NC(=C2N=N1)C(=O)N. Drug 2: CC1CCC2CC(C(=CC=CC=CC(CC(C(=O)C(C(C(=CC(C(=O)CC(OC(=O)C3CCCCN3C(=O)C(=O)C1(O2)O)C(C)CC4CCC(C(C4)OC)OCCO)C)C)O)OC)C)C)C)OC. Cell line: NCI-H460. Synergy scores: CSS=0.218, Synergy_ZIP=-0.889, Synergy_Bliss=-0.960, Synergy_Loewe=-17.9, Synergy_HSA=-4.61.